From a dataset of Forward reaction prediction with 1.9M reactions from USPTO patents (1976-2016). Predict the product of the given reaction. (1) Given the reactants C1C=C(Cl)C=C(C(OO)=O)C=1.[CH3:12][CH:13]([CH3:41])[CH2:14][N:15]1[C:27]2[C:26]3[CH:25]=[CH:24][C:23]([O:28][C:29]4[CH:34]=[CH:33][C:32]([N+:35]([O-:37])=[O:36])=[CH:31][CH:30]=4)=[CH:22][C:21]=3[N:20]=[CH:19][C:18]=2[N:17]=[C:16]1[CH2:38][CH2:39][CH3:40].[OH-].[NH4+:43], predict the reaction product. The product is: [CH3:12][CH:13]([CH3:41])[CH2:14][N:15]1[C:27]2[C:26]3[CH:25]=[CH:24][C:23]([O:28][C:29]4[CH:34]=[CH:33][C:32]([N+:35]([O-:37])=[O:36])=[CH:31][CH:30]=4)=[CH:22][C:21]=3[N:20]=[C:19]([NH2:43])[C:18]=2[N:17]=[C:16]1[CH2:38][CH2:39][CH3:40]. (2) Given the reactants C([O:4][C@@H:5]1[C@@H:10]([O:11]C(=O)C)[C@H:9]([O:15]C(=O)C)[C@@H:8]([CH2:19][O:20]C(=O)C)[O:7][C@H:6]1[C:24]1[C:33]2[C:28](=[CH:29][CH:30]=[CH:31][CH:32]=2)[C:27]([O:34][CH3:35])=[C:26]([CH2:36][C:37]2[S:38][C:39](Br)=[CH:40][CH:41]=2)[CH:25]=1)(=O)C.[C:43]1(B(O)O)[CH:48]=[CH:47][CH:46]=[CH:45][CH:44]=1, predict the reaction product. The product is: [C@@H:6]1([C:24]2[C:33]3[C:28](=[CH:29][CH:30]=[CH:31][CH:32]=3)[C:27]([O:34][CH3:35])=[C:26]([CH2:36][C:37]3[S:38][C:39]([C:43]4[CH:48]=[CH:47][CH:46]=[CH:45][CH:44]=4)=[CH:40][CH:41]=3)[CH:25]=2)[O:7][C@H:8]([CH2:19][OH:20])[C@@H:9]([OH:15])[C@H:10]([OH:11])[C@H:5]1[OH:4]. (3) Given the reactants Br[C:2]1[CH:3]=[CH:4][C:5]([N+:8]([O-:10])=[O:9])=[N:6][CH:7]=1.[O:11]=[C:12]1[NH:16][CH2:15][C@H:14]2[CH2:17][N:18]([C:20]([O:22][C:23]([CH3:26])([CH3:25])[CH3:24])=[O:21])[CH2:19][C@@H:13]12, predict the reaction product. The product is: [N+:8]([C:5]1[N:6]=[CH:7][C:2]([N:16]2[C:12](=[O:11])[C@@H:13]3[CH2:19][N:18]([C:20]([O:22][C:23]([CH3:26])([CH3:25])[CH3:24])=[O:21])[CH2:17][C@@H:14]3[CH2:15]2)=[CH:3][CH:4]=1)([O-:10])=[O:9]. (4) Given the reactants [NH2:1][C:2]1[CH:3]=[N:4][CH:5]=[CH:6][CH:7]=1.[CH3:8][C:9]1[CH:25]=[CH:24][C:12]([C:13]([NH:15][CH:16]([N:21]=[C:22]=[S:23])[C:17]([F:20])([F:19])[F:18])=[O:14])=[CH:11][CH:10]=1, predict the reaction product. The product is: [CH3:8][C:9]1[CH:10]=[CH:11][C:12]([C:13]([NH:15][CH:16]([NH:21][C:22]([NH:1][C:2]2[CH:3]=[N:4][CH:5]=[CH:6][CH:7]=2)=[S:23])[C:17]([F:20])([F:19])[F:18])=[O:14])=[CH:24][CH:25]=1.